From a dataset of Reaction yield outcomes from USPTO patents with 853,638 reactions. Predict the reaction yield, written as a fraction of the theoretical maximum amount of product (1.0 means a 100% yield; for example, 0.34 means a 34% yield). (1) The reactants are Br[C:2]1[CH:3]=[C:4]2[C:8](=[CH:9][CH:10]=1)[CH2:7][CH:6]([NH:11][C:12](=[O:18])[O:13][C:14]([CH3:17])([CH3:16])[CH3:15])[CH2:5]2.[B:19]1([B:19]2[O:23][C:22]([CH3:25])([CH3:24])[C:21]([CH3:27])([CH3:26])[O:20]2)[O:23][C:22]([CH3:25])([CH3:24])[C:21]([CH3:27])([CH3:26])[O:20]1. No catalyst specified. The product is [CH3:26][C:21]1([CH3:27])[C:22]([CH3:25])([CH3:24])[O:23][B:19]([C:2]2[CH:3]=[C:4]3[C:8](=[CH:9][CH:10]=2)[CH2:7][CH:6]([NH:11][C:12](=[O:18])[O:13][C:14]([CH3:17])([CH3:16])[CH3:15])[CH2:5]3)[O:20]1. The yield is 0.720. (2) The reactants are [C:1](=[O:16])([O:14][CH3:15])[O:2][C:3]1[CH:8]=[CH:7][C:6]([F:9])=[CH:5][C:4]=1[C:10]([CH3:13])([CH3:12])[CH3:11].[N+:17]([O-:20])([OH:19])=[O:18]. The catalyst is OS(O)(=O)=O. The product is [C:1](=[O:16])([O:14][CH3:15])[O:2][C:3]1[CH:8]=[C:7]([N+:17]([O-:19])=[O:18])[C:6]([F:9])=[CH:5][C:4]=1[C:10]([CH3:11])([CH3:12])[CH3:13].[C:1](=[O:16])([O:14][CH3:15])[O:2][C:3]1[C:8]([N+:17]([O-:20])=[O:18])=[CH:7][C:6]([F:9])=[CH:5][C:4]=1[C:10]([CH3:11])([CH3:12])[CH3:13]. The yield is 0.550. (3) The reactants are [OH:1][C:2]1[CH:3]=[C:4]([C:9]2([C:12]([OH:14])=[O:13])[CH2:11][CH2:10]2)[CH:5]=[CH:6][C:7]=1[OH:8].[CH3:15]C1C=CC(S(O)(=O)=O)=CC=1. The catalyst is CO. The product is [OH:1][C:2]1[CH:3]=[C:4]([C:9]2([C:12]([O:14][CH3:15])=[O:13])[CH2:11][CH2:10]2)[CH:5]=[CH:6][C:7]=1[OH:8]. The yield is 0.910.